The task is: Predict the reactants needed to synthesize the given product.. This data is from Full USPTO retrosynthesis dataset with 1.9M reactions from patents (1976-2016). (1) Given the product [NH2:17][C:13]1[N:12]=[C:11]([N:8]2[C:9]3[C:5](=[CH:4][CH:3]=[C:2]([C:45]#[C:44][C:42]([C:39]4[CH:38]=[C:37]([CH3:36])[O:41][N:40]=4)([OH:46])[CH3:43])[CH:10]=3)[C:6]([C:18]([N:20]3[CH2:25][CH2:24][O:23][CH2:22][CH2:21]3)=[O:19])=[N:7]2)[CH:16]=[CH:15][N:14]=1, predict the reactants needed to synthesize it. The reactants are: Br[C:2]1[CH:10]=[C:9]2[C:5]([C:6]([C:18]([N:20]3[CH2:25][CH2:24][O:23][CH2:22][CH2:21]3)=[O:19])=[N:7][N:8]2[C:11]2[CH:16]=[CH:15][N:14]=[C:13]([NH2:17])[N:12]=2)=[CH:4][CH:3]=1.S1C=CN=C1C(O)(C#C)C.[CH3:36][C:37]1[O:41][N:40]=[C:39]([C:42]([OH:46])([C:44]#[CH:45])[CH3:43])[CH:38]=1. (2) The reactants are: [NH2:1][C:2]1[CH:7]=[C:6]([C:8]([CH3:11])([CH3:10])[CH3:9])[CH:5]=[C:4]([N+:12]([O-:14])=[O:13])[C:3]=1[OH:15].N1C=CC=CC=1.C1C([N+]([O-])=O)=CC=C([Cl-][C:32]([O-])=[O:33])C=1. Given the product [C:8]([C:6]1[CH:5]=[C:4]([N+:12]([O-:14])=[O:13])[C:3]2[O:15][C:32](=[O:33])[NH:1][C:2]=2[CH:7]=1)([CH3:9])([CH3:10])[CH3:11], predict the reactants needed to synthesize it. (3) The reactants are: Cl[CH2:2][C:3]([NH:5][C:6]1[C:7]([OH:28])=[CH:8][C:9]2[O:14][C:13]([CH3:16])([CH3:15])[C@@H:12]([OH:17])[C@H:11]([NH:18][CH2:19][CH2:20][C:21]3[CH:26]=[CH:25][CH:24]=[CH:23][CH:22]=3)[C:10]=2[CH:27]=1)=[O:4].[Cl-].[NH4+]. Given the product [OH:17][C@H:12]1[C@H:11]([NH:18][CH2:19][CH2:20][C:21]2[CH:26]=[CH:25][CH:24]=[CH:23][CH:22]=2)[C:10]2[CH:27]=[C:6]3[C:7]([O:28][CH2:2][C:3](=[O:4])[NH:5]3)=[CH:8][C:9]=2[O:14][C:13]1([CH3:16])[CH3:15], predict the reactants needed to synthesize it. (4) Given the product [Cl:1][C:2]1[CH:29]=[CH:28][CH:27]=[C:26]([Cl:30])[C:3]=1[C:4]([NH:6][C:7]1[CH:8]=[CH:9][C:10]([CH2:13][C@H:14]([NH:19][S:20]([N:23]2[CH2:25][CH2:34][CH2:33][CH2:32][CH2:24]2)(=[O:21])=[O:22])[C:15]([O:17][CH3:18])=[O:16])=[CH:11][CH:12]=1)=[O:5], predict the reactants needed to synthesize it. The reactants are: [Cl:1][C:2]1[CH:29]=[CH:28][CH:27]=[C:26]([Cl:30])[C:3]=1[C:4]([NH:6][C:7]1[CH:12]=[CH:11][C:10]([CH2:13][C@H:14]([NH:19][S:20]([N:23]([CH3:25])[CH3:24])(=[O:22])=[O:21])[C:15]([O:17][CH3:18])=[O:16])=[CH:9][CH:8]=1)=[O:5].N1CC[CH2:34][CH2:33][CH2:32]1. (5) Given the product [CH3:26][N:16]1[C:17]2[C:22](=[CH:21][CH:20]=[CH:19][CH:18]=2)[N:13]([S:10]([C:6]2[CH:7]=[CH:8][CH:9]=[C:4]([N+:1]([O-:3])=[O:2])[CH:5]=2)(=[O:11])=[O:12])[CH2:14][C:15]1=[O:23], predict the reactants needed to synthesize it. The reactants are: [N+:1]([C:4]1[CH:5]=[C:6]([S:10]([N:13]2[C:22]3[C:17](=[CH:18][CH:19]=[CH:20][CH:21]=3)[NH:16][C:15](=[O:23])[CH2:14]2)(=[O:12])=[O:11])[CH:7]=[CH:8][CH:9]=1)([O-:3])=[O:2].CI.[C:26](=O)([O-])[O-].[K+].[K+].CN(C=O)C. (6) The reactants are: C([O:3][C:4]([C:6]1([NH:16][C:17](=[O:29])[C:18]2[CH:23]=[CH:22][CH:21]=[C:20]([CH3:24])[C:19]=2[CH:25]=[C:26]([CH3:28])[CH3:27])[CH2:14][C:13]2[C:8](=[CH:9][CH:10]=[C:11]([Cl:15])[CH:12]=2)[CH2:7]1)=[O:5])C.[OH-].[K+]. Given the product [Cl:15][C:11]1[CH:12]=[C:13]2[C:8](=[CH:9][CH:10]=1)[CH2:7][C:6]([NH:16][C:17](=[O:29])[C:18]1[CH:23]=[CH:22][CH:21]=[C:20]([CH3:24])[C:19]=1[CH:25]=[C:26]([CH3:27])[CH3:28])([C:4]([OH:5])=[O:3])[CH2:14]2, predict the reactants needed to synthesize it. (7) Given the product [Cl:26][C:23]1[CH:24]=[CH:25][C:20]([CH:10]2[C:5]3[N:6]([CH:7]([CH3:9])[CH3:8])[C:2]([C:31]4[CH:32]=[CH:33][CH:34]=[CH:35][C:30]=4[O:29][CH3:28])=[CH:3][C:4]=3[C:12](=[O:13])[N:11]2[CH:14]2[CH2:19][CH2:18][O:17][CH2:16][CH2:15]2)=[C:21]([CH3:27])[CH:22]=1, predict the reactants needed to synthesize it. The reactants are: Br[C:2]1[N:6]([CH:7]([CH3:9])[CH3:8])[C:5]2[CH:10]([C:20]3[CH:25]=[CH:24][C:23]([Cl:26])=[CH:22][C:21]=3[CH3:27])[N:11]([CH:14]3[CH2:19][CH2:18][O:17][CH2:16][CH2:15]3)[C:12](=[O:13])[C:4]=2[CH:3]=1.[CH3:28][O:29][C:30]1[CH:35]=[CH:34][CH:33]=[CH:32][C:31]=1B(O)O.BrC1N(C(C)C)C2C(C3C=CC(Cl)=CC=3)N(C3C=C(Cl)C=CC=3C)C(=O)C=2C=1.C(C1C=CC(OC)=C(B(O)O)C=1)#N.